This data is from Forward reaction prediction with 1.9M reactions from USPTO patents (1976-2016). The task is: Predict the product of the given reaction. (1) Given the reactants C(OC(=O)[N:7]([C:17]1[CH:22]=[CH:21][C:20]([CH:23](O)[C:24]2[C:32]3[C:27](=[N:28][CH:29]=[C:30]([CH3:33])[CH:31]=3)[N:26]([Si](C(C)C)(C(C)C)C(C)C)[CH:25]=2)=[C:19]([F:45])[N:18]=1)CC1C=CC(OC)=CC=1)(C)(C)C.C([SiH](CC)CC)C.FC(F)(F)C(O)=O, predict the reaction product. The product is: [F:45][C:19]1[N:18]=[C:17]([NH2:7])[CH:22]=[CH:21][C:20]=1[CH2:23][C:24]1[C:32]2[C:27](=[N:28][CH:29]=[C:30]([CH3:33])[CH:31]=2)[NH:26][CH:25]=1. (2) Given the reactants C(OC1C=CN(CC(C2C=CC(CO)=CC=2)=O)C(=O)C=1)C1C=CC=CC=1.[Br:27][C:28]1[CH:29]=[CH:30][C:31]([CH2:34][O:35][C:36]2[CH:41]=[CH:40][NH:39][C:38](=[O:42])[CH:37]=2)=[N:32][CH:33]=1.Cl[CH2:44][C:45]([C:47]1[CH:56]=[C:55]2[C:50]([CH2:51][CH2:52][N:53]([C:57](=[O:62])[C:58]([F:61])([F:60])[F:59])[CH2:54]2)=[CH:49][CH:48]=1)=[O:46], predict the reaction product. The product is: [Br:27][C:28]1[CH:29]=[CH:30][C:31]([CH2:34][O:35][C:36]2[CH:41]=[CH:40][N:39]([CH2:44][C:45](=[O:46])[C:47]3[CH:56]=[C:55]4[C:50]([CH2:51][CH2:52][N:53]([C:57](=[O:62])[C:58]([F:61])([F:59])[F:60])[CH2:54]4)=[CH:49][CH:48]=3)[C:38](=[O:42])[CH:37]=2)=[N:32][CH:33]=1.